From a dataset of Reaction yield outcomes from USPTO patents with 853,638 reactions. Predict the reaction yield, written as a fraction of the theoretical maximum amount of product (1.0 means a 100% yield; for example, 0.34 means a 34% yield). The reactants are [C:1]([O:5][C:6](=[O:16])[NH:7][CH2:8][C:9]1[CH:14]=[CH:13][C:12]([Br:15])=[CH:11][CH:10]=1)([CH3:4])([CH3:3])[CH3:2].[CH3:17]I. The catalyst is CN(C=O)C. The product is [C:1]([O:5][C:6](=[O:16])[N:7]([CH2:8][C:9]1[CH:10]=[CH:11][C:12]([Br:15])=[CH:13][CH:14]=1)[CH3:17])([CH3:4])([CH3:2])[CH3:3]. The yield is 0.980.